From a dataset of Forward reaction prediction with 1.9M reactions from USPTO patents (1976-2016). Predict the product of the given reaction. (1) Given the reactants [Cl:1][C:2]1[CH:7]=[C:6]2[NH:8][C:9](=[O:28])[C:10]3([CH:15]([C:16]4[CH:21]=[CH:20][CH:19]=[C:18]([Cl:22])[CH:17]=4)[CH2:14][C:13](=[O:23])[NH:12][CH:11]3[C:24](=C)[CH2:25][CH3:26])[C:5]2=[CH:4][CH:3]=1.[O:29]=[O+][O-], predict the reaction product. The product is: [Cl:1][C:2]1[CH:7]=[C:6]2[NH:8][C:9](=[O:28])[C:10]3([CH:15]([C:16]4[CH:21]=[CH:20][CH:19]=[C:18]([Cl:22])[CH:17]=4)[CH2:14][C:13](=[O:23])[NH:12][CH:11]3[C:24](=[O:29])[CH2:25][CH3:26])[C:5]2=[CH:4][CH:3]=1. (2) Given the reactants [CH3:1][C:2]([Si:5]([CH3:23])([CH3:22])[O:6][CH2:7][C:8]1[N:12]2[CH:13]=[CH:14][CH:15]=[C:16]([C:17](OCC)=[O:18])[C:11]2=[N:10][CH:9]=1)([CH3:4])[CH3:3].[H-].C([Al+]CC(C)C)C(C)C, predict the reaction product. The product is: [CH3:4][C:2]([Si:5]([CH3:23])([CH3:22])[O:6][CH2:7][C:8]1[N:12]2[CH:13]=[CH:14][CH:15]=[C:16]([CH:17]=[O:18])[C:11]2=[N:10][CH:9]=1)([CH3:1])[CH3:3]. (3) The product is: [I:7][C:8]1[CH:13]=[CH:12][C:11]([NH:14][CH2:15][CH2:16][N:17]2[CH2:21][CH2:20][CH2:19][CH2:18]2)=[CH:10][CH:9]=1. Given the reactants [H-].[Al+3].[Li+].[H-].[H-].[H-].[I:7][C:8]1[CH:13]=[CH:12][C:11]([NH:14][C:15](=O)[CH2:16][N:17]2[CH2:21][CH2:20][CH2:19][CH2:18]2)=[CH:10][CH:9]=1.CCOC(C)=O.[OH-].[Na+], predict the reaction product. (4) Given the reactants [CH3:1][C:2]1[N:6]=[C:5]([C:7]2[N:8]=[C:9]3[N:19]([CH:20]=2)[CH2:18][CH2:17][O:16][C:15]2[C:10]3=[CH:11][CH:12]=[C:13]([C:21]3[CH:22]=[N:23][N:24]([CH3:32])[C:25]=3[CH:26]3[CH2:31][CH2:30][CH2:29][NH:28][CH2:27]3)[CH:14]=2)[N:4]([CH:33]([CH3:35])[CH3:34])[N:3]=1.[H-].[H-].[H-].[H-].[Li+].[Al+3].O.[CH2:43]1COCC1, predict the reaction product. The product is: [CH:33]([N:4]1[C:5]([C:7]2[N:8]=[C:9]3[C:10]4[CH:11]=[CH:12][C:13]([C:21]5[CH:22]=[N:23][N:24]([CH3:32])[C:25]=5[CH:26]5[CH2:31][CH2:30][CH2:29][N:28]([CH3:43])[CH2:27]5)=[CH:14][C:15]=4[O:16][CH2:17][CH2:18][N:19]3[CH:20]=2)=[N:6][C:2]([CH3:1])=[N:3]1)([CH3:35])[CH3:34].